From a dataset of Catalyst prediction with 721,799 reactions and 888 catalyst types from USPTO. Predict which catalyst facilitates the given reaction. (1) Reactant: [NH:1]1[C:9]2[C:4](=[CH:5][CH:6]=[CH:7][CH:8]=2)[C:3]([CH2:10][C:11]([O:13][CH2:14][CH3:15])=[O:12])=[N:2]1.C(=O)([O-])[O-].[Cs+].[Cs+].Br[CH2:23][C:24]1[CH:25]=[CH:26][C:27]([NH:30][C:31]([C:33]2[CH:42]=[CH:41][C:40]3[C:35](=[CH:36][CH:37]=[CH:38][CH:39]=3)[CH:34]=2)=[O:32])=[N:28][CH:29]=1. Product: [CH:34]1[C:35]2[C:40](=[CH:39][CH:38]=[CH:37][CH:36]=2)[CH:41]=[CH:42][C:33]=1[C:31]([NH:30][C:27]1[N:28]=[CH:29][C:24]([CH2:23][N:1]2[C:9]3[C:4](=[CH:5][CH:6]=[CH:7][CH:8]=3)[C:3]([CH2:10][C:11]([O:13][CH2:14][CH3:15])=[O:12])=[N:2]2)=[CH:25][CH:26]=1)=[O:32]. The catalyst class is: 7. (2) Reactant: [Cl:1][C:2]1[C:7]2[C:8]([CH3:12])=[N:9][N:10]([CH3:11])[C:6]=2[CH:5]=[C:4]([C:13]2[CH:18]=[CH:17][C:16]([F:19])=[CH:15][CH:14]=2)[N:3]=1.[Cl:20][C:21]1[CH:22]=[C:23]([CH:25]=[CH:26][C:27]=1[O:28][CH3:29])[NH2:24]. Product: [ClH:1].[Cl:20][C:21]1[CH:22]=[C:23]([NH:24][C:2]2[C:7]3[C:8]([CH3:12])=[N:9][N:10]([CH3:11])[C:6]=3[CH:5]=[C:4]([C:13]3[CH:18]=[CH:17][C:16]([F:19])=[CH:15][CH:14]=3)[N:3]=2)[CH:25]=[CH:26][C:27]=1[O:28][CH3:29].[Cl:20][C:21]1[CH:22]=[C:23]([NH:24][C:2]2[C:7]3[C:8]([CH3:12])=[N:9][N:10]([CH3:11])[C:6]=3[CH:5]=[C:4]([C:13]3[CH:18]=[CH:17][C:16]([F:19])=[CH:15][CH:14]=3)[N:3]=2)[CH:25]=[CH:26][C:27]=1[O:28][CH3:29]. The catalyst class is: 51. (3) The catalyst class is: 6. Reactant: [CH2:1]([NH:8][C:9]([O:11][CH2:12][CH:13]1[CH:17]([OH:18])[CH2:16][CH:15]([OH:19])[CH:14]1[CH2:20][CH:21]=[CH:22][CH2:23][CH2:24][CH2:25][C:26]([O:28]C)=[O:27])=[O:10])[C:2]1[CH:7]=[CH:6][CH:5]=[CH:4][CH:3]=1.[OH-].[OH-].[Li+]. Product: [CH2:1]([NH:8][C:9]([O:11][CH2:12][CH:13]1[CH:17]([OH:18])[CH2:16][CH:15]([OH:19])[CH:14]1[CH2:20][CH:21]=[CH:22][CH2:23][CH2:24][CH2:25][C:26]([OH:28])=[O:27])=[O:10])[C:2]1[CH:7]=[CH:6][CH:5]=[CH:4][CH:3]=1. (4) Reactant: [NH2:1][C:2]1[CH:3]=[C:4]2[C:8](=[CH:9][CH:10]=1)[NH:7][CH:6]=[C:5]2[C:11]1[CH2:16][CH2:15][CH:14]([N:17]([CH3:25])[C:18](=[O:24])[O:19][C:20]([CH3:23])([CH3:22])[CH3:21])[CH2:13][CH:12]=1.I.CS[C:29]([C:31]1[S:32][CH:33]=[CH:34][CH:35]=1)=[NH:30]. Product: [CH3:25][N:17]([CH:14]1[CH2:15][CH2:16][CH:11]([C:5]2[C:4]3[C:8](=[CH:9][CH:10]=[C:2]([NH:1][C:29]([C:31]4[S:32][CH:33]=[CH:34][CH:35]=4)=[NH:30])[CH:3]=3)[NH:7][CH:6]=2)[CH2:12][CH2:13]1)[C:18](=[O:24])[O:19][C:20]([CH3:21])([CH3:22])[CH3:23]. The catalyst class is: 8. (5) Reactant: [OH:1][CH2:2][C:3]([C@H:5]([C@@H:7]([C@@H:9]([CH2:11]O)[OH:10])O)O)=O.[Cl-:13].[Mg+2].[Cl-].Cl. Product: [Cl:13][CH2:11][C:9]1[O:10][C:3]([CH:2]=[O:1])=[CH:5][CH:7]=1. The catalyst class is: 93.